From a dataset of Full USPTO retrosynthesis dataset with 1.9M reactions from patents (1976-2016). Predict the reactants needed to synthesize the given product. (1) Given the product [CH3:31][C:18]1([N:15]2[CH2:14][CH2:13][C:12](=[O:11])[CH2:17][CH2:16]2)[CH2:19][CH2:20][N:21]([C:24]([O:26][C:27]([CH3:28])([CH3:29])[CH3:30])=[O:25])[CH2:22][CH2:23]1, predict the reactants needed to synthesize it. The reactants are: C(Cl)(=O)C(Cl)=O.CS(C)=O.[OH:11][CH:12]1[CH2:17][CH2:16][N:15]([C:18]2([CH3:31])[CH2:23][CH2:22][N:21]([C:24]([O:26][C:27]([CH3:30])([CH3:29])[CH3:28])=[O:25])[CH2:20][CH2:19]2)[CH2:14][CH2:13]1.C(N(CC)CC)C. (2) Given the product [CH3:33][C:13]1[CH:12]=[C:11]([CH3:34])[NH:10][C:9](=[O:8])[C:14]=1[CH2:15][N:16]1[C:22](=[O:23])[C:21]2[C:24]([CH3:32])=[C:25]([O:28][CH:29]([CH3:30])[CH3:31])[N:26]=[CH:27][C:20]=2[O:19][CH2:18][CH2:17]1, predict the reactants needed to synthesize it. The reactants are: C([O:8][C:9]1[C:14]([CH2:15][N:16]2[C:22](=[O:23])[C:21]3[C:24]([CH3:32])=[C:25]([O:28][CH:29]([CH3:31])[CH3:30])[N:26]=[CH:27][C:20]=3[O:19][CH2:18][CH2:17]2)=[C:13]([CH3:33])[CH:12]=[C:11]([CH3:34])[N:10]=1)C1C=CC=CC=1. (3) Given the product [Br:14][C:15]1[CH:20]=[CH:19][CH:18]=[CH:17][C:16]=1[O:10][CH:8]1[CH2:9][N:3]([CH2:1][CH3:2])[CH2:4][CH2:5][C:6]2[S:13][CH:12]=[CH:11][C:7]1=2, predict the reactants needed to synthesize it. The reactants are: [CH2:1]([N:3]1[CH2:9][CH:8]([OH:10])[C:7]2[CH:11]=[CH:12][S:13][C:6]=2[CH2:5][CH2:4]1)[CH3:2].[Br:14][C:15]1[CH:20]=[CH:19][CH:18]=[CH:17][C:16]=1F. (4) Given the product [ClH:28].[ClH:28].[NH2:20][C@@H:18]1[CH2:19][C@H:17]1[C:3]1[CH:4]=[C:5]([CH:6]=[CH:7][C:2]=1[CH3:1])[C:8]([NH:9][C:10]1[CH:11]=[N:12][N:13]([CH3:15])[CH:14]=1)=[O:16], predict the reactants needed to synthesize it. The reactants are: [CH3:1][C:2]1[CH:7]=[CH:6][C:5]([C:8](=[O:16])[NH:9][C:10]2[CH:11]=[N:12][N:13]([CH3:15])[CH:14]=2)=[CH:4][C:3]=1[C@@H:17]1[CH2:19][C@H:18]1[NH:20]C(=O)OC(C)(C)C.[ClH:28].C(OCC)(=O)C.